This data is from HIV replication inhibition screening data with 41,000+ compounds from the AIDS Antiviral Screen. The task is: Binary Classification. Given a drug SMILES string, predict its activity (active/inactive) in a high-throughput screening assay against a specified biological target. (1) The compound is CCCCCCCC(=O)OC(CBr)COC(=O)C(C)(C)C. The result is 0 (inactive). (2) The drug is N=C(N)NS(=O)(=O)c1ccc(NC(=O)c2ccc3[nH]c4ccccc4c(=O)c3c2)cc1. The result is 0 (inactive).